Dataset: Forward reaction prediction with 1.9M reactions from USPTO patents (1976-2016). Task: Predict the product of the given reaction. (1) Given the reactants Br[C:2]1[CH:24]=[N:23][C:5]2[N:6]([CH2:15][O:16][CH2:17][CH2:18][Si:19]([CH3:22])([CH3:21])[CH3:20])[C:7]3[CH:12]=[N:11][C:10]([C:13]#[N:14])=[CH:9][C:8]=3[C:4]=2[CH:3]=1.[OH:25][CH2:26][C:27]1[CH:32]=[CH:31][C:30](B(O)O)=[CH:29][CH:28]=1, predict the reaction product. The product is: [OH:25][CH2:26][C:27]1[CH:32]=[CH:31][C:30]([C:24]2[CH:2]=[CH:3][C:4]3[C:8]4[CH:9]=[C:10]([C:13]#[N:14])[N:11]=[CH:12][C:7]=4[N:6]([CH2:15][O:16][CH2:17][CH2:18][Si:19]([CH3:22])([CH3:21])[CH3:20])[C:5]=3[N:23]=2)=[CH:29][CH:28]=1. (2) Given the reactants [Cl:1][C:2]1[CH:3]=[C:4]2[C:8](=[CH:9][CH:10]=1)[NH:7][CH:6]=[C:5]2[CH2:11][CH2:12][NH:13][C:14](=[O:22])[C:15]1[CH:20]=[CH:19][C:18](I)=[CH:17][CH:16]=1.[OH:23][C:24]1[CH:29]=[CH:28][C:27](B(O)O)=[CH:26][CH:25]=1.C(=O)([O-])[O-].[Na+].[Na+], predict the reaction product. The product is: [Cl:1][C:2]1[CH:3]=[C:4]2[C:8](=[CH:9][CH:10]=1)[NH:7][CH:6]=[C:5]2[CH2:11][CH2:12][NH:13][C:14]([C:15]1[CH:20]=[CH:19][C:18]([C:27]2[CH:28]=[CH:29][C:24]([OH:23])=[CH:25][CH:26]=2)=[CH:17][CH:16]=1)=[O:22].